Dataset: CYP2D6 inhibition data for predicting drug metabolism from PubChem BioAssay. Task: Regression/Classification. Given a drug SMILES string, predict its absorption, distribution, metabolism, or excretion properties. Task type varies by dataset: regression for continuous measurements (e.g., permeability, clearance, half-life) or binary classification for categorical outcomes (e.g., BBB penetration, CYP inhibition). Dataset: cyp2d6_veith. (1) The drug is CCOC(=O)c1cc(NC(=O)c2ccc(OC)cc2)c(=O)oc1-c1ccccc1. The result is 0 (non-inhibitor). (2) The drug is CC(C)NCCCOc1ccc(Cl)cc1Br.O=C(O)C(=O)O. The result is 1 (inhibitor). (3) The compound is O=C(/C=C/c1ccc(Cl)cc1)NCCN1CCOCC1. The result is 0 (non-inhibitor). (4) The molecule is CCCC(=O)Nc1ncnc2c1ncn2[C@@H]1O[C@@H]2COP(=O)([O-])O[C@H]2[C@H]1OC(=O)CCC. The result is 1 (inhibitor). (5) The molecule is O=C(NNC(=O)C1CCCCC1)c1cnccn1. The result is 0 (non-inhibitor).